This data is from Full USPTO retrosynthesis dataset with 1.9M reactions from patents (1976-2016). The task is: Predict the reactants needed to synthesize the given product. (1) Given the product [CH2:40]([N:47]1[CH2:51][CH2:50][C@@H:49]([C:52]([NH:14][CH2:13][CH2:12][C:6]2[C:5]3[C:9](=[CH:10][CH:11]=[C:3]([Cl:2])[CH:4]=3)[NH:8][CH:7]=2)=[O:53])[CH2:48]1)[C:41]1[CH:46]=[CH:45][CH:44]=[CH:43][CH:42]=1, predict the reactants needed to synthesize it. The reactants are: Cl.[Cl:2][C:3]1[CH:4]=[C:5]2[C:9](=[CH:10][CH:11]=1)[NH:8][CH:7]=[C:6]2[CH2:12][CH2:13][NH2:14].CN(C(ON1N=NC2C=CC=NC1=2)=[N+](C)C)C.F[P-](F)(F)(F)(F)F.Cl.[CH2:40]([N:47]1[CH2:51][CH2:50][C@@H:49]([C:52](O)=[O:53])[CH2:48]1)[C:41]1[CH:46]=[CH:45][CH:44]=[CH:43][CH:42]=1.C(N(CC)C(C)C)(C)C. (2) Given the product [CH3:17][C:4]([NH2:1])([CH3:16])[CH2:5][C:6]1[CH:7]=[CH:8][C:9]([C:12]([F:13])([F:14])[F:15])=[CH:10][CH:11]=1, predict the reactants needed to synthesize it. The reactants are: [N:1]([C:4]([CH3:17])([CH3:16])[CH2:5][C:6]1[CH:11]=[CH:10][C:9]([C:12]([F:15])([F:14])[F:13])=[CH:8][CH:7]=1)=[N+]=[N-].[H][H]. (3) Given the product [NH2:8][C:7]1[C:2]([C:10]#[C:9][C:11]2[CH:16]=[CH:15][N:14]=[C:13]([NH:17][C:18](=[O:20])[CH3:19])[CH:12]=2)=[N:3][CH:4]=[CH:5][CH:6]=1, predict the reactants needed to synthesize it. The reactants are: Br[C:2]1[C:7]([NH2:8])=[CH:6][CH:5]=[CH:4][N:3]=1.[C:9]([C:11]1[CH:16]=[CH:15][N:14]=[C:13]([NH:17][C:18](=[O:20])[CH3:19])[CH:12]=1)#[CH:10]. (4) Given the product [CH2:1]([O:8][C:9]1[CH:14]=[CH:13][C:12]([F:15])=[CH:11][C:10]=1[C:16]1[C:25]([CH2:26][NH:27][C:30]2[N:38]=[CH:37][N:36]=[C:35]3[C:31]=2[N:32]=[CH:33][NH:34]3)=[CH:24][C:23]2[C:18](=[C:19]([Cl:28])[CH:20]=[CH:21][CH:22]=2)[N:17]=1)[C:2]1[CH:3]=[CH:4][CH:5]=[CH:6][CH:7]=1, predict the reactants needed to synthesize it. The reactants are: [CH2:1]([O:8][C:9]1[CH:14]=[CH:13][C:12]([F:15])=[CH:11][C:10]=1[C:16]1[C:25]([CH2:26][NH2:27])=[CH:24][C:23]2[C:18](=[C:19]([Cl:28])[CH:20]=[CH:21][CH:22]=2)[N:17]=1)[C:2]1[CH:7]=[CH:6][CH:5]=[CH:4][CH:3]=1.Cl[C:30]1[N:38]=[CH:37][N:36]=[C:35]2[C:31]=1[NH:32][CH:33]=[N:34]2.CCN(C(C)C)C(C)C. (5) Given the product [CH3:10][C:11]1[N:15]([C:16]2[CH:21]=[CH:20][C:19]([C:22]([F:23])([F:24])[F:25])=[CH:18][N:17]=2)[N:14]=[CH:13][C:12]=1[C:26]([NH:14][C:13]1[CH:5]=[N:6][C:9]([C:19]2[CH2:20][CH2:21][C@@H:29]([N:31]3[CH2:34][CH2:35][O:36][CH2:33][CH2:32]3)[CH2:30][CH:18]=2)=[C:11]([CH3:10])[CH:12]=1)=[O:28], predict the reactants needed to synthesize it. The reactants are: S(Cl)(Cl)=O.[CH3:5][N:6]([CH3:9])C=O.[CH3:10][C:11]1[N:15]([C:16]2[CH:21]=[CH:20][C:19]([C:22]([F:25])([F:24])[F:23])=[CH:18][N:17]=2)[N:14]=[CH:13][C:12]=1[C:26]([OH:28])=O.[CH2:29]([N:31]([CH2:34][CH3:35])[CH2:32][CH3:33])[CH3:30].[OH2:36]. (6) Given the product [CH3:18][O:17][C@@H:13]([CH2:12][C:9]1[CH:10]=[CH:11][C:6]([O:5][CH2:4][CH2:3][CH2:2][O:1][C:20]2[CH:32]=[CH:31][C:30]3[C:29]4[C:24](=[CH:25][CH:26]=[CH:27][CH:28]=4)[C:23](=[O:33])[C:22]=3[CH:21]=2)=[CH:7][CH:8]=1)[C:14]([OH:16])=[O:15], predict the reactants needed to synthesize it. The reactants are: [OH:1][CH2:2][CH2:3][CH2:4][O:5][C:6]1[CH:11]=[CH:10][C:9]([CH2:12][C@H:13]([O:17][CH3:18])[C:14]([OH:16])=[O:15])=[CH:8][CH:7]=1.O[C:20]1[CH:32]=[CH:31][C:30]2[C:29]3[C:24](=[CH:25][CH:26]=[CH:27][CH:28]=3)[C:23](=[O:33])[C:22]=2[CH:21]=1. (7) Given the product [CH3:1][C:2]1[CH:7]=[C:6]([NH2:8])[CH:5]=[C:4]([CH3:11])[N:3]=1, predict the reactants needed to synthesize it. The reactants are: [CH3:1][C:2]1[CH:7]=[C:6]([N+:8]([O-])=O)[CH:5]=[C:4]([CH3:11])[N+:3]=1[O-].[H][H]. (8) Given the product [CH:27]([C:3]1[CH:4]=[C:5]([CH:25]=[CH:26][C:2]=1[B:29]1[O:33][C:32]([CH3:35])([CH3:34])[C:31]([CH3:37])([CH3:36])[O:30]1)[O:6][C:7]1[CH:14]=[C:13]([O:15][CH2:16][CH2:17][O:18][CH:19]2[CH2:24][CH2:23][CH2:22][CH2:21][O:20]2)[C:10]([C:11]#[N:12])=[CH:9][N:8]=1)=[O:28], predict the reactants needed to synthesize it. The reactants are: Br[C:2]1[CH:26]=[CH:25][C:5]([O:6][C:7]2[CH:14]=[C:13]([O:15][CH2:16][CH2:17][O:18][CH:19]3[CH2:24][CH2:23][CH2:22][CH2:21][O:20]3)[C:10]([C:11]#[N:12])=[CH:9][N:8]=2)=[CH:4][C:3]=1[CH:27]=[O:28].[B:29]1([B:29]2[O:33][C:32]([CH3:35])([CH3:34])[C:31]([CH3:37])([CH3:36])[O:30]2)[O:33][C:32]([CH3:35])([CH3:34])[C:31]([CH3:37])([CH3:36])[O:30]1.C([O-])(=O)C.[K+].